This data is from Reaction yield outcomes from USPTO patents with 853,638 reactions. The task is: Predict the reaction yield, written as a fraction of the theoretical maximum amount of product (1.0 means a 100% yield; for example, 0.34 means a 34% yield). (1) The reactants are [CH:1]([S:4]([C:7]1[CH:8]=[CH:9][C:10]([C:13]([O:15][CH3:16])=[O:14])=[N:11][CH:12]=1)(=[O:6])=[O:5])([CH3:3])[CH3:2].[Br:17]N1C(=O)CCC1=O.C(Cl)(Cl)Cl. The catalyst is CO. The product is [Br:17][C:12]1[N:11]=[C:10]([C:13]([O:15][CH3:16])=[O:14])[CH:9]=[CH:8][C:7]=1[S:4]([CH:1]([CH3:3])[CH3:2])(=[O:6])=[O:5]. The yield is 0.310. (2) The reactants are C(O)(C(F)(F)F)=O.[NH:8]1[C:12]2=[N:13][CH:14]=[CH:15][CH:16]=[C:11]2[C:10]([CH:17]2[CH2:22][CH2:21][N:20](C(OC(C)(C)C)=O)[CH2:19][CH2:18]2)=[CH:9]1. The catalyst is C(Cl)Cl. The product is [NH:20]1[CH2:19][CH2:18][CH:17]([C:10]2[C:11]3[C:12](=[N:13][CH:14]=[CH:15][CH:16]=3)[NH:8][CH:9]=2)[CH2:22][CH2:21]1. The yield is 0.880. (3) The reactants are I[C:2]1[CH:3]=[CH:4][C:5]2[N:6]([CH:8]=[C:9]([NH:11][C:12]([CH:14]3[CH2:16][CH2:15]3)=[O:13])[N:10]=2)[N:7]=1.[CH3:17][N:18]1[C:22]([CH2:23][NH:24][C:25]2[CH:26]=[C:27]([OH:32])[CH:28]=[CH:29][C:30]=2[CH3:31])=[CH:21][C:20]([CH3:33])=[N:19]1.C(=O)([O-])[O-].[K+].[K+]. The catalyst is CN(C)C=O. The product is [CH3:17][N:18]1[C:22]([CH2:23][NH:24][C:25]2[CH:26]=[C:27]([CH:28]=[CH:29][C:30]=2[CH3:31])[O:32][C:2]2[CH:3]=[CH:4][C:5]3[N:6]([CH:8]=[C:9]([NH:11][C:12]([CH:14]4[CH2:16][CH2:15]4)=[O:13])[N:10]=3)[N:7]=2)=[CH:21][C:20]([CH3:33])=[N:19]1. The yield is 0.720.